Dataset: Full USPTO retrosynthesis dataset with 1.9M reactions from patents (1976-2016). Task: Predict the reactants needed to synthesize the given product. (1) Given the product [CH2:20]([O:22][C:23]([CH:25]1[CH2:29][CH2:28][S:27](=[O:31])(=[O:30])[N:26]1[CH2:32][C:33]1[CH:38]=[CH:37][CH:36]=[C:35]([CH2:39][NH:10][C@H:5]([CH2:6][N:7]([CH3:9])[CH3:8])[CH2:4][C:3]([CH3:12])([CH3:11])[CH3:2])[CH:34]=1)=[O:24])[CH3:21], predict the reactants needed to synthesize it. The reactants are: Cl.[CH3:2][C:3]([CH3:12])([CH3:11])[CH2:4][C@H:5]([NH2:10])[CH2:6][N:7]([CH3:9])[CH3:8].C(N(CC)CC)C.[CH2:20]([O:22][C:23]([CH:25]1[CH2:29][CH2:28][S:27](=[O:31])(=[O:30])[N:26]1[CH2:32][C:33]1[CH:38]=[CH:37][CH:36]=[C:35]([CH:39]=O)[CH:34]=1)=[O:24])[CH3:21].C([BH3-])#N.[Na+]. (2) The reactants are: [CH:1]1([N:4]2[C:8](=[O:9])[CH2:7][CH:6]([C:10]([OH:12])=O)[CH2:5]2)[CH2:3][CH2:2]1.ON1C2C=CC=CC=2N=N1.Cl.CN(C)CCCN=C=NCC.[Cl:35][C:36]1[CH:43]=[C:42]([Cl:44])[CH:41]=[CH:40][C:37]=1[CH2:38][NH2:39]. Given the product [CH:1]1([N:4]2[C:8](=[O:9])[CH2:7][CH:6]([C:10]([NH:39][CH2:38][C:37]3[CH:40]=[CH:41][C:42]([Cl:44])=[CH:43][C:36]=3[Cl:35])=[O:12])[CH2:5]2)[CH2:2][CH2:3]1, predict the reactants needed to synthesize it. (3) Given the product [OH:14][B:11]1[C:10]2[CH:15]=[CH:16][C:7]([O:6][C:5]3[CH:17]=[CH:18][C:2]([NH:1][S:27]([CH3:26])(=[O:29])=[O:28])=[CH:3][CH:4]=3)=[CH:8][C:9]=2[CH2:13][O:12]1, predict the reactants needed to synthesize it. The reactants are: [NH2:1][C:2]1[CH:18]=[CH:17][C:5]([O:6][C:7]2[CH:16]=[CH:15][C:10]3[B:11]([OH:14])[O:12][CH2:13][C:9]=3[CH:8]=2)=[CH:4][CH:3]=1.CCN(CC)CC.[CH3:26][S:27](Cl)(=[O:29])=[O:28]. (4) Given the product [N:24]1[CH:25]=[CH:26][CH:27]=[CH:28][C:23]=1[S:22][S:21][CH2:20][CH2:19][O:18][CH2:17][CH2:16][O:15][CH2:14][CH2:13][O:12][CH2:11][CH2:10][O:9][CH2:8][CH2:7][C:6]([OH:29])=[O:5], predict the reactants needed to synthesize it. The reactants are: C([O:5][C:6](=[O:29])[CH2:7][CH2:8][O:9][CH2:10][CH2:11][O:12][CH2:13][CH2:14][O:15][CH2:16][CH2:17][O:18][CH2:19][CH2:20][S:21][S:22][C:23]1[CH:28]=[CH:27][CH:26]=[CH:25][N:24]=1)(C)(C)C.C(O)(C(F)(F)F)=O.[SiH](CC)(CC)CC. (5) Given the product [OH:27][CH:28]([C:30]1[CH:35]=[CH:34][C:33]([C:36]2[N:40]=[C:39]([C:41]3[O:45][N:44]=[C:43]([C:46]4[CH:51]=[CH:50][CH:49]=[CH:48][CH:47]=4)[C:42]=3[C:52]([F:55])([F:54])[F:53])[O:38][N:37]=2)=[CH:32][CH:31]=1)[CH2:6][N:8]1[CH2:13][CH2:12][O:11][CH:10]([C:14]([OH:16])=[O:15])[CH2:9]1, predict the reactants needed to synthesize it. The reactants are: C(O[C:6]([N:8]1[CH2:13][CH2:12][O:11][CH:10]([C:14]([OH:16])=[O:15])[CH2:9]1)=O)(C)(C)C.C(O)(C(F)(F)F)=O.C(Cl)Cl.[O:27]1C[CH:28]1[C:30]1[CH:35]=[CH:34][C:33]([C:36]2[N:40]=[C:39]([C:41]3[O:45][N:44]=[C:43]([C:46]4[CH:51]=[CH:50][CH:49]=[CH:48][CH:47]=4)[C:42]=3[C:52]([F:55])([F:54])[F:53])[O:38][N:37]=2)=[CH:32][CH:31]=1.C(=O)([O-])[O-].[Cs+].[Cs+]. (6) Given the product [CH3:1][O:2][C:3](=[O:33])[NH:4][CH:5]([C:9]([N:11]1[CH2:15][CH:14]([CH2:16][O:17][CH:18]([F:20])[F:19])[CH2:13][CH:12]1[C:21]1[NH:22][C:23]([C:26]2[CH:31]=[CH:30][C:29]([C:57]3[CH:58]=[CH:59][C:54]([C:51]4[NH:50][C:49]([CH:45]5[CH2:46][CH2:47][CH2:48][N:44]5[C:42](=[O:43])[CH:38]([NH:37][C:36]([O:35][CH3:34])=[O:69])[CH:39]([CH3:41])[CH3:40])=[N:53][CH:52]=4)=[CH:55][CH:56]=3)=[CH:28][CH:27]=2)=[CH:24][N:25]=1)=[O:10])[CH:6]([CH3:8])[CH3:7], predict the reactants needed to synthesize it. The reactants are: [CH3:1][O:2][C:3](=[O:33])[NH:4][CH:5]([C:9]([N:11]1[CH2:15][CH:14]([CH2:16][O:17][CH:18]([F:20])[F:19])[CH2:13][CH:12]1[C:21]1[NH:22][C:23]([C:26]2[CH:31]=[CH:30][C:29](Br)=[CH:28][CH:27]=2)=[CH:24][N:25]=1)=[O:10])[CH:6]([CH3:8])[CH3:7].[CH3:34][O:35][C:36](=[O:69])[NH:37][CH:38]([C:42]([N:44]1[CH2:48][CH2:47][CH2:46][CH:45]1[C:49]1[NH:50][C:51]([C:54]2[CH:59]=[CH:58][C:57](B3OC(C)(C)C(C)(C)O3)=[CH:56][CH:55]=2)=[CH:52][N:53]=1)=[O:43])[CH:39]([CH3:41])[CH3:40].C([O-])([O-])=O.[K+].[K+]. (7) Given the product [O:12]1[CH2:11][CH2:10][CH:9]([N:7]2[CH:8]=[C:4]([NH2:1])[CH:5]=[N:6]2)[CH2:14][CH2:13]1, predict the reactants needed to synthesize it. The reactants are: [N+:1]([C:4]1[CH:5]=[N:6][N:7]([CH:9]2[CH2:14][CH2:13][O:12][CH2:11][CH2:10]2)[CH:8]=1)([O-])=O.